Dataset: Forward reaction prediction with 1.9M reactions from USPTO patents (1976-2016). Task: Predict the product of the given reaction. (1) Given the reactants [CH2:1]([C:3]1[CH:8]=[CH:7][C:6]([CH:9]2[CH2:14][NH:13][CH2:12][CH:11]([C:15]([O:17][CH3:18])=[O:16])[CH2:10]2)=[CH:5][CH:4]=1)[CH3:2].C(N(CC)CC)C.Cl[C:27]([O:29][C:30]1[CH:35]=[CH:34][C:33]([N+:36]([O-:38])=[O:37])=[CH:32][CH:31]=1)=[O:28], predict the reaction product. The product is: [CH2:1]([C:3]1[CH:4]=[CH:5][C:6]([CH:9]2[CH2:14][N:13]([C:27]([O:29][C:30]3[CH:31]=[CH:32][C:33]([N+:36]([O-:38])=[O:37])=[CH:34][CH:35]=3)=[O:28])[CH2:12][CH:11]([C:15]([O:17][CH3:18])=[O:16])[CH2:10]2)=[CH:7][CH:8]=1)[CH3:2]. (2) Given the reactants [Br:1][C:2]1[CH:16]=[CH:15][C:5]([CH2:6]P(=O)(OCC)OCC)=[CH:4][CH:3]=1.[CH3:17][C:18]([O-])([CH3:20])[CH3:19].[Na+].[CH2:23]([C:27]1([O:51][CH3:52])[C:40]([CH2:43][CH2:44][CH2:45][CH3:46])(OC)[C:39]2[CH:38]=[C:37]([CH:47]=O)[CH:36]=[CH:35][C:34]=2[C:33]2[C:28]1=[CH:29]C(C=O)=C[CH:32]=2)[CH2:24][CH2:25][CH3:26].Cl.CN([CH:57]=[O:58])C, predict the reaction product. The product is: [Br:1][C:2]1[CH:16]=[CH:19][C:18]([CH:20]=[CH:47][C:37]2[CH:36]=[CH:35][C:34]3[C:33]4[C:28](=[CH:29][C:5]([CH:6]=[CH:6][C:5]5[CH:4]=[CH:3][C:2]([Br:1])=[CH:16][CH:15]=5)=[CH:4][CH:32]=4)[C:27]([CH2:23][CH2:24][CH2:25][CH3:26])([O:51][CH3:52])[C:40]([CH2:43][CH2:44][CH2:45][CH3:46])([O:58][CH3:57])[C:39]=3[CH:38]=2)=[CH:17][CH:3]=1. (3) Given the reactants [O:1]1[CH:5]=[CH:4][CH:3]=[C:2]1/[CH:6]=[CH:7]/[C:8]1C(=O)[C:11](=[O:14])[C:10]2([CH2:19][CH2:18][CH2:17][CH2:16][CH2:15]2)[N:9]=1.[NH2:20][C@H:21]([C:26]([OH:28])=[O:27])[CH2:22][CH2:23][S:24][CH3:25].C(OCC)(=[O:31])C.Cl, predict the reaction product. The product is: [O:1]1[CH:5]=[CH:4][CH:3]=[C:2]1/[CH:6]=[CH:7]/[C:8]([NH:9][C:10]1([C:11]([NH:20][C@H:21]([C:26]([OH:28])=[O:27])[CH2:22][CH2:23][S:24][CH3:25])=[O:14])[CH2:15][CH2:16][CH2:17][CH2:18][CH2:19]1)=[O:31]. (4) Given the reactants [Br-:1].[OH:2][CH2:3][CH2:4][CH2:5][CH2:6][CH2:7][CH2:8][CH2:9][CH2:10][CH2:11][CH2:12][N+:13]([CH2:22][CH2:23][CH2:24][CH3:25])([CH2:18][CH2:19][CH2:20][CH3:21])[CH2:14][CH2:15][CH2:16][CH3:17].[P:26]12([S:38]P3(SP(SP(S3)(S1)=S)(=S)S2)=S)=[S:27].C(=S)=S, predict the reaction product. The product is: [Br-:1].[P:26]([S-:38])(=[S:27])([O:2][CH2:3][CH2:4][CH2:5][CH2:6][CH2:7][CH2:8][CH2:9][CH2:10][CH2:11][CH2:12][N+:13]([CH2:22][CH2:23][CH2:24][CH3:25])([CH2:14][CH2:15][CH2:16][CH3:17])[CH2:18][CH2:19][CH2:20][CH3:21])[O:2][CH2:3][CH2:4][CH2:5][CH2:6][CH2:7][CH2:8][CH2:9][CH2:10][CH2:11][CH2:12][N+:13]([CH2:22][CH2:23][CH2:24][CH3:25])([CH2:14][CH2:15][CH2:16][CH3:17])[CH2:18][CH2:19][CH2:20][CH3:21]. (5) Given the reactants [CH3:1][N:2]([CH3:8])[CH2:3][CH2:4][CH2:5][CH2:6][NH2:7].C(N(CC)CC)C.F[C:17]1[CH:22]=[CH:21][CH:20]=[CH:19][C:18]=1[S:23]([NH:26][C:27]1[C:36]([C:37]([OH:39])=[O:38])=[C:35]2[C:30]([C@H:31]3[CH2:42][CH2:41][O:40][C@H:32]3[CH2:33][O:34]2)=[CH:29][CH:28]=1)(=[O:25])=[O:24], predict the reaction product. The product is: [CH3:1][N:2]([CH3:8])[CH2:3][CH2:4][CH2:5][CH2:6][NH:7][C:17]1[CH:22]=[CH:21][CH:20]=[CH:19][C:18]=1[S:23]([NH:26][C:27]1[C:36]([C:37]([OH:39])=[O:38])=[C:35]2[C:30]([C@H:31]3[CH2:42][CH2:41][O:40][C@H:32]3[CH2:33][O:34]2)=[CH:29][CH:28]=1)(=[O:25])=[O:24]. (6) Given the reactants [Cl:1][CH2:2][CH2:3][OH:4].S(=O)(=O)(O)O.[C:10]1([CH:16]([C:18]2[CH:23]=[CH:22][CH:21]=[CH:20][CH:19]=2)O)[CH:15]=[CH:14][CH:13]=[CH:12][CH:11]=1, predict the reaction product. The product is: [Cl:1][CH2:2][CH2:3][O:4][CH:16]([C:10]1[CH:15]=[CH:14][CH:13]=[CH:12][CH:11]=1)[C:18]1[CH:23]=[CH:22][CH:21]=[CH:20][CH:19]=1. (7) Given the reactants [CH3:1][NH:2][C:3]1[N:8]=[C:7]([NH:9][CH2:10][C:11]#[CH:12])[N:6]=[C:5]([NH:13][CH2:14][C:15]#[CH:16])[N:4]=1.[ClH:17].C(OCC)C, predict the reaction product. The product is: [ClH:17].[CH3:1][NH:2][C:3]1[N:4]=[C:5]([NH:13][CH2:14][C:15]#[CH:16])[N:6]=[C:7]([NH:9][CH2:10][C:11]#[CH:12])[N:8]=1. (8) Given the reactants [CH3:1][N:2](C=O)C.[F:6][C:7]1[CH:12]=[C:11]([CH2:13]OS(C)(=O)=O)[CH:10]=[CH:9][N:8]=1.[C-]#N.[Na+], predict the reaction product. The product is: [F:6][C:7]1[CH:12]=[C:11]([CH2:13][C:1]#[N:2])[CH:10]=[CH:9][N:8]=1.